From a dataset of Forward reaction prediction with 1.9M reactions from USPTO patents (1976-2016). Predict the product of the given reaction. (1) Given the reactants [NH2:1][C@H:2]([C:10]([OH:12])=[O:11])[CH2:3][C:4]1[CH:9]=[CH:8][CH:7]=[CH:6][CH:5]=1.[CH2:13]1[O:16][CH:14]1[CH3:15].Br, predict the reaction product. The product is: [OH:16][CH:14]([CH3:15])[CH2:13][NH:1][C@H:2]([C:10]([OH:12])=[O:11])[CH2:3][C:4]1[CH:9]=[CH:8][CH:7]=[CH:6][CH:5]=1. (2) Given the reactants [N+:1]([CH:4]([N+:6]([O-:8])=[O:7])[CH3:5])([O-:3])=[O:2].[OH-].[K+].[C:11]([O:15][CH:16]([CH2:19][CH2:20][CH2:21][CH2:22][CH3:23])[CH2:17][CH3:18])(=[O:14])[CH:12]=[CH2:13].CO, predict the reaction product. The product is: [N+:1]([C:4]([N+:6]([O-:8])=[O:7])([CH3:5])[CH2:13][CH2:12][C:11]([O:15][CH:16]([CH2:19][CH2:20][CH2:21][CH2:22][CH3:23])[CH2:17][CH3:18])=[O:14])([O-:3])=[O:2]. (3) Given the reactants C(O)(C(F)(F)F)=O.[NH2:8][C:9]([C@H:11]1[CH2:16][C@H:15]([O:17][C:18]2[CH:19]=[C:20]3[C:25](=[CH:26][C:27]=2[O:28][CH3:29])[N:24]=[CH:23][N:22]=[C:21]3[NH:30][C:31]2[CH:36]=[CH:35][CH:34]=[C:33]([Cl:37])[C:32]=2[F:38])[CH2:14][CH2:13][N:12]1C(OC(C)(C)C)=O)=[O:10], predict the reaction product. The product is: [Cl:37][C:33]1[C:32]([F:38])=[C:31]([NH:30][C:21]2[C:20]3[C:25](=[CH:26][C:27]([O:28][CH3:29])=[C:18]([O:17][C@@H:15]4[CH2:14][CH2:13][NH:12][C@@H:11]([C:9]([NH2:8])=[O:10])[CH2:16]4)[CH:19]=3)[N:24]=[CH:23][N:22]=2)[CH:36]=[CH:35][CH:34]=1. (4) Given the reactants [S:1]1[C:5]2[CH:6]=[CH:7][CH:8]=[CH:9][C:4]=2[CH:3]=[C:2]1[C:10]([NH:12][C@H:13]([C:18]([OH:20])=O)[CH2:14][CH:15]([CH3:17])[CH3:16])=[O:11].[C:21]([O:25][C:26](=[O:33])[NH:27][CH2:28][CH2:29][CH2:30][CH2:31][NH2:32])([CH3:24])([CH3:23])[CH3:22].CCN=C=NCCCN(C)C.Cl.CN1CCOCC1, predict the reaction product. The product is: [S:1]1[C:5]2[CH:6]=[CH:7][CH:8]=[CH:9][C:4]=2[CH:3]=[C:2]1[C:10]([NH:12][C@H:13]([C:18]([NH:32][CH2:31][CH2:30][CH2:29][CH2:28][NH:27][C:26](=[O:33])[O:25][C:21]([CH3:23])([CH3:22])[CH3:24])=[O:20])[CH2:14][CH:15]([CH3:16])[CH3:17])=[O:11]. (5) Given the reactants N[C:2]1[CH:3]=[C:4]2[C:9](=[CH:10][CH:11]=1)[CH:8]=[C:7]([C:12]([OH:14])=[O:13])[CH:6]=[CH:5]2.N([O-])=O.[Na+].[ClH:19], predict the reaction product. The product is: [Cl:19][C:2]1[CH:3]=[C:4]2[C:9](=[CH:10][CH:11]=1)[CH:8]=[C:7]([C:12]([OH:14])=[O:13])[CH:6]=[CH:5]2.